This data is from Reaction yield outcomes from USPTO patents with 853,638 reactions. The task is: Predict the reaction yield, written as a fraction of the theoretical maximum amount of product (1.0 means a 100% yield; for example, 0.34 means a 34% yield). (1) The product is [F:28][C:2]([F:27])([F:1])[C:3]([N:5]1[CH2:6][CH2:7][CH:8]([CH:11]2[C:24]3[CH:23]=[CH:22][C:21]([C:25]4[NH:31][N:30]=[N:29][N:26]=4)=[CH:20][C:19]=3[O:18][C:17]3[C:12]2=[CH:13][CH:14]=[CH:15][CH:16]=3)[CH2:9][CH2:10]1)=[O:4]. The yield is 0.753. The catalyst is CN(C=O)C. The reactants are [F:1][C:2]([F:28])([F:27])[C:3]([N:5]1[CH2:10][CH2:9][CH:8]([CH:11]2[C:24]3[CH:23]=[CH:22][C:21]([C:25]#[N:26])=[CH:20][C:19]=3[O:18][C:17]3[C:12]2=[CH:13][CH:14]=[CH:15][CH:16]=3)[CH2:7][CH2:6]1)=[O:4].[N-:29]=[N+:30]=[N-:31].[Na+].[Cl-].[NH4+].O. (2) The reactants are [Cl-].O[NH3+:3].[C:4](=[O:7])([O-])[OH:5].[Na+].CS(C)=O.[CH3:13][C:14]1[N:15]([C:39]2[CH:44]=[CH:43][C:42]([O:45][C:46]3[CH:51]=[CH:50][CH:49]=[CH:48][CH:47]=3)=[CH:41][CH:40]=2)[C:16](=[O:38])[C:17]([CH2:23][C:24]2[CH:29]=[CH:28][C:27]([C:30]3[C:31]([C:36]#[N:37])=[CH:32][CH:33]=[CH:34][CH:35]=3)=[CH:26][CH:25]=2)=[C:18]([CH2:20][CH2:21][CH3:22])[N:19]=1. The catalyst is O.C(OCC)(=O)C. The product is [CH3:13][C:14]1[N:15]([C:39]2[CH:40]=[CH:41][C:42]([O:45][C:46]3[CH:51]=[CH:50][CH:49]=[CH:48][CH:47]=3)=[CH:43][CH:44]=2)[C:16](=[O:38])[C:17]([CH2:23][C:24]2[CH:25]=[CH:26][C:27]([C:30]3[CH:35]=[CH:34][CH:33]=[CH:32][C:31]=3[C:36]3[NH:3][C:4](=[O:7])[O:5][N:37]=3)=[CH:28][CH:29]=2)=[C:18]([CH2:20][CH2:21][CH3:22])[N:19]=1. The yield is 0.750. (3) The reactants are C[O:2][C:3]1[CH:4]=[C:5]2[C:9](=[CH:10][C:11]=1[O:12]C)[C:8](=[O:14])[CH2:7][CH2:6]2.B(Br)(Br)Br. The catalyst is C(Cl)Cl. The product is [OH:2][C:3]1[CH:4]=[C:5]2[C:9](=[CH:10][C:11]=1[OH:12])[C:8](=[O:14])[CH2:7][CH2:6]2. The yield is 0.980. (4) The reactants are [NH:1]([C:36]([CH3:38])=[O:37])[C@H:2]([C:10]([NH:12][C@H:13]([C:25]([N:27]1[CH2:35][CH2:34][CH2:33][C@H:28]1[C:29]([O:31]C)=[O:30])=[O:26])[CH2:14][CH2:15][CH2:16][NH:17][C:18]([O:20][C:21]([CH3:24])([CH3:23])[CH3:22])=[O:19])=[O:11])[CH2:3][C:4]1[CH:9]=[CH:8][CH:7]=[CH:6][CH:5]=1.[OH-].[Na+]. The catalyst is CO.O. The product is [NH:1]([C:36]([CH3:38])=[O:37])[C@H:2]([C:10]([NH:12][C@H:13]([C:25]([N:27]1[CH2:35][CH2:34][CH2:33][C@H:28]1[C:29]([OH:31])=[O:30])=[O:26])[CH2:14][CH2:15][CH2:16][NH:17][C:18]([O:20][C:21]([CH3:24])([CH3:23])[CH3:22])=[O:19])=[O:11])[CH2:3][C:4]1[CH:5]=[CH:6][CH:7]=[CH:8][CH:9]=1. The yield is 0.900. (5) The reactants are [C:1]([C:4]1[C:5]([O:23][CH3:24])=[C:6]([CH:12]2[CH2:15][N:14]([C:16]([O:18][C:19]([CH3:22])([CH3:21])[CH3:20])=[O:17])[CH2:13]2)[C:7]([Cl:11])=[C:8]([Cl:10])[CH:9]=1)(=O)[CH3:2].C(O)C.[BH4-].[Na+].[NH3:30]. The catalyst is CC(C)[O-].CC(C)[O-].CC(C)[O-].CC(C)[O-].[Ti+4]. The product is [NH2:30][CH:1]([C:4]1[C:5]([O:23][CH3:24])=[C:6]([CH:12]2[CH2:15][N:14]([C:16]([O:18][C:19]([CH3:22])([CH3:21])[CH3:20])=[O:17])[CH2:13]2)[C:7]([Cl:11])=[C:8]([Cl:10])[CH:9]=1)[CH3:2]. The yield is 0.970. (6) The product is [Br:1][C:2]1[CH:20]=[C:19]([O:21][CH3:22])[CH:18]=[CH:17][C:3]=1[O:4]/[C:5](=[CH:11]\[C:12]([OH:14])=[O:13])/[C:6]([OH:8])=[O:7]. The reactants are [Br:1][C:2]1[CH:20]=[C:19]([O:21][CH3:22])[CH:18]=[CH:17][C:3]=1[O:4]/[C:5](=[CH:11]\[C:12]([O:14]CC)=[O:13])/[C:6]([O:8]CC)=[O:7].[OH-].[Na+]. The yield is 0.880. The catalyst is C(O)C.O. (7) The reactants are [CH2:1]([N:8]([CH:16]1[CH2:19][CH:18]([C:20](=O)[CH2:21][CH2:22][CH:23]=[CH2:24])[CH2:17]1)[C:9](=[O:15])[O:10][C:11]([CH3:14])([CH3:13])[CH3:12])[C:2]1[CH:7]=[CH:6][CH:5]=[CH:4][CH:3]=1.[C:26]([N+:30]#[C-])([CH3:29])([CH3:28])[CH3:27].[C:32]([O-:35])(=O)[CH3:33].[NH4+:36].FC(F)(F)[CH2:39][OH:40]. The catalyst is C(OCC)(=O)C. The product is [C:32]([NH:36][C:20]([C@@H:18]1[CH2:19][C@H:16]([N:8]([CH2:1][C:2]2[CH:3]=[CH:4][CH:5]=[CH:6][CH:7]=2)[C:9](=[O:15])[O:10][C:11]([CH3:14])([CH3:12])[CH3:13])[CH2:17]1)([CH2:21][CH2:22][CH:23]=[CH2:24])[C:39]([NH:30][C:26]([CH3:29])([CH3:28])[CH3:27])=[O:40])(=[O:35])[CH3:33]. The yield is 0.830. (8) The reactants are [N+:1]([C:4]1[CH:5]=[C:6]2[C:12](=[CH:13][CH:14]=1)[CH:11]1[CH2:15][CH:7]2[CH2:8][NH:9][CH2:10]1)([O-:3])=[O:2].C(=O)([O-])[O-].[K+].[K+].[CH2:22](I)[CH3:23]. The catalyst is CC(C)=O. The product is [CH2:22]([N:9]1[CH2:8][CH:7]2[CH2:15][CH:11]([C:12]3[C:6]2=[CH:5][C:4]([N+:1]([O-:3])=[O:2])=[CH:14][CH:13]=3)[CH2:10]1)[CH3:23]. The yield is 0.820.